This data is from Full USPTO retrosynthesis dataset with 1.9M reactions from patents (1976-2016). The task is: Predict the reactants needed to synthesize the given product. (1) Given the product [N+:12]([O:11][CH2:10][CH2:9][CH2:8][CH2:7][OH:6])([O-:14])=[O:13], predict the reactants needed to synthesize it. The reactants are: C([O:6][CH2:7][CH2:8][CH2:9][CH2:10][O:11][N+:12]([O-:14])=[O:13])(=O)CCC.CO.[OH-].[Na+].S(=O)(=O)(O)O. (2) Given the product [OH:37][CH:34]1[CH2:35][CH2:36][N:31]([C:28]2[CH:27]=[CH:26][C:25]([NH:24][C:21]([C:17]3[C:18]4[C:13](=[CH:12][C:11]([O:10][C:8]5[CH:7]=[CH:6][N:5]=[C:4]6[CH:3]=[CH:2][S:1][C:9]=56)=[CH:20][CH:19]=4)[CH:14]=[CH:15][CH:16]=3)=[O:22])=[CH:30][N:29]=2)[CH2:32][CH2:33]1, predict the reactants needed to synthesize it. The reactants are: [S:1]1[C:9]2[C:4](=[N:5][CH:6]=[CH:7][C:8]=2[O:10][C:11]2[CH:12]=[C:13]3[C:18](=[CH:19][CH:20]=2)[C:17]([C:21](O)=[O:22])=[CH:16][CH:15]=[CH:14]3)[CH:3]=[CH:2]1.[NH2:24][C:25]1[CH:26]=[CH:27][C:28]([N:31]2[CH2:36][CH2:35][CH:34]([OH:37])[CH2:33][CH2:32]2)=[N:29][CH:30]=1.CCN(CC)CC. (3) Given the product [C:1]([C:5]1[C:9]([CH:10]=[O:11])=[CH:8][N:7]([CH2:13][C:14]([NH:16][C:17]2[S:21][C:20]3[CH2:22][CH2:23][CH2:24][CH2:25][C:19]=3[C:18]=2[C:26]([NH:28][CH3:29])=[O:27])=[O:15])[N:6]=1)([CH3:4])([CH3:2])[CH3:3], predict the reactants needed to synthesize it. The reactants are: [C:1]([C:5]1[C:9]([CH:10]=[O:11])=[CH:8][NH:7][N:6]=1)([CH3:4])([CH3:3])[CH3:2].Br[CH2:13][C:14]([NH:16][C:17]1[S:21][C:20]2[CH2:22][CH2:23][CH2:24][CH2:25][C:19]=2[C:18]=1[C:26]([NH:28][CH3:29])=[O:27])=[O:15].C(=O)([O-])[O-].[K+].[K+].